This data is from Retrosynthesis with 50K atom-mapped reactions and 10 reaction types from USPTO. The task is: Predict the reactants needed to synthesize the given product. Given the product NC(=O)c1cc(F)ccc1[N+](=O)[O-], predict the reactants needed to synthesize it. The reactants are: N.O=C(O)c1cc(F)ccc1[N+](=O)[O-].